From a dataset of Forward reaction prediction with 1.9M reactions from USPTO patents (1976-2016). Predict the product of the given reaction. (1) Given the reactants [CH:1]1([C:4]2[CH:9]=[CH:8][N:7]=[CH:6][C:5]=2[N:10]2[CH2:14][CH2:13][NH:12][C:11]2=[O:15])[CH2:3][CH2:2]1.Br[C:17]1[CH:18]=[CH:19][C:20]2[C:24]([CH3:25])=[CH:23][S:22][C:21]=2[CH:26]=1.CN[C@@H]1CCCC[C@H]1NC.P([O-])([O-])([O-])=O.[K+].[K+].[K+], predict the reaction product. The product is: [CH:1]1([C:4]2[CH:9]=[CH:8][N:7]=[CH:6][C:5]=2[N:10]2[CH2:14][CH2:13][N:12]([C:17]3[CH:18]=[CH:19][C:20]4[C:24]([CH3:25])=[CH:23][S:22][C:21]=4[CH:26]=3)[C:11]2=[O:15])[CH2:3][CH2:2]1. (2) The product is: [CH3:1][O:2][C:3]([C:5]1[C@@H:10]([C:11]2[CH:12]=[CH:13][C:14]([C:17]#[N:18])=[CH:15][CH:16]=2)[N:9]2[C:19](=[O:32])[N:20]([CH2:22][CH2:23][CH2:24][S:25]([CH2:28][CH2:29][CH2:30][O:31][S:52]([C:47]3[CH:46]=[CH:51][C:50]([CH3:57])=[CH:49][CH:48]=3)(=[O:53])=[O:54])(=[O:26])=[O:27])[N:21]=[C:8]2[N:7]([C:33]2[CH:38]=[CH:37][CH:36]=[C:35]([C:39]([F:40])([F:42])[F:41])[CH:34]=2)[C:6]=1[CH3:43])=[O:4]. Given the reactants [CH3:1][O:2][C:3]([C:5]1[C@@H:10]([C:11]2[CH:16]=[CH:15][C:14]([C:17]#[N:18])=[CH:13][CH:12]=2)[N:9]2[C:19](=[O:32])[N:20]([CH2:22][CH2:23][CH2:24][S:25]([CH2:28][CH2:29][CH2:30][OH:31])(=[O:27])=[O:26])[N:21]=[C:8]2[N:7]([C:33]2[CH:38]=[CH:37][CH:36]=[C:35]([C:39]([F:42])([F:41])[F:40])[CH:34]=2)[C:6]=1[CH3:43])=[O:4].[H-].[Na+].[C:46]1(C)[C:47]([S:52](Cl)(=[O:54])=[O:53])=[CH:48][CH:49]=[CH:50][CH:51]=1.[CH2:57]1COCC1, predict the reaction product.